From a dataset of Forward reaction prediction with 1.9M reactions from USPTO patents (1976-2016). Predict the product of the given reaction. (1) Given the reactants [O:1]=[C:2]1[C:10]2[C:5](=[CH:6][CH:7]=[CH:8][CH:9]=2)[C:4](=[O:11])[N:3]1[CH:12]1[C:17](=[O:18])[NH:16][C:15](=[O:19])[CH:14]([O:20]C(=O)C)[CH2:13]1.C1(C)C=CC(S(O)(=O)=O)=CC=1, predict the reaction product. The product is: [OH:20][CH:14]1[C:15](=[O:19])[NH:16][C:17](=[O:18])[CH:12]([N:3]2[C:2](=[O:1])[C:10]3[C:5](=[CH:6][CH:7]=[CH:8][CH:9]=3)[C:4]2=[O:11])[CH2:13]1. (2) Given the reactants [O:1]1[C:9]2[C:4](=[N:5][CH:6]=[CH:7][CH:8]=2)[NH:3][C:2]1=[O:10].C1C(=O)N([Cl:18])C(=O)C1, predict the reaction product. The product is: [Cl:18][C:7]1[CH:8]=[C:9]2[O:1][C:2](=[O:10])[NH:3][C:4]2=[N:5][CH:6]=1. (3) Given the reactants [NH2:1][C:2]1[N:3]=[N:4][CH:5]=[CH:6][C:7]=1[C:8]([OH:10])=[O:9].[CH:11](=O)[C:12]1[CH:17]=[CH:16][CH:15]=[CH:14][CH:13]=1.[Na], predict the reaction product. The product is: [CH2:11]([NH:1][C:2]1[N:3]=[N:4][CH:5]=[CH:6][C:7]=1[C:8]([OH:10])=[O:9])[C:12]1[CH:17]=[CH:16][CH:15]=[CH:14][CH:13]=1.